This data is from HIV replication inhibition screening data with 41,000+ compounds from the AIDS Antiviral Screen. The task is: Binary Classification. Given a drug SMILES string, predict its activity (active/inactive) in a high-throughput screening assay against a specified biological target. (1) The molecule is CC(C)(C)CC1=COC(C=O)(CC(C)(C)C)CC1. The result is 0 (inactive). (2) The compound is Cc1cc2c3c(c1)CCCN3CCC2.Cl. The result is 0 (inactive).